From a dataset of Forward reaction prediction with 1.9M reactions from USPTO patents (1976-2016). Predict the product of the given reaction. (1) Given the reactants [O:1]=[C:2]1[N:8]([CH:9]2[CH2:14][CH2:13][N:12]([C:15]([O:17][C@@H:18]([C:37]([OH:39])=[O:38])[CH2:19][C:20]3[CH:25]=[C:24]([CH3:26])[C:23]([O:27]CC4C=CC=CC=4)=[C:22]([CH2:35][CH3:36])[CH:21]=3)=[O:16])[CH2:11][CH2:10]2)[CH2:7][CH2:6][C:5]2[CH:40]=[CH:41][CH:42]=[CH:43][C:4]=2[NH:3]1.[H][H], predict the reaction product. The product is: [O:1]=[C:2]1[N:8]([CH:9]2[CH2:10][CH2:11][N:12]([C:15]([O:17][C@@H:18]([C:37]([OH:39])=[O:38])[CH2:19][C:20]3[CH:25]=[C:24]([CH3:26])[C:23]([OH:27])=[C:22]([CH2:35][CH3:36])[CH:21]=3)=[O:16])[CH2:13][CH2:14]2)[CH2:7][CH2:6][C:5]2[CH:40]=[CH:41][CH:42]=[CH:43][C:4]=2[NH:3]1. (2) Given the reactants [I:1][C:2]1[CH:13]=[CH:12][C:5]([O:6][C@H:7]2[CH2:11][CH2:10][O:9][CH2:8]2)=[C:4]([N+:14]([O-])=O)[CH:3]=1, predict the reaction product. The product is: [I:1][C:2]1[CH:13]=[CH:12][C:5]([O:6][C@H:7]2[CH2:11][CH2:10][O:9][CH2:8]2)=[C:4]([NH2:14])[CH:3]=1. (3) Given the reactants C[C:2]1[CH:7]=[CH:6][C:5]([N+:8]([O-])=O)=[CH:4][C:3]=1[O:11][CH3:12].[CH2:13](O)C, predict the reaction product. The product is: [CH3:13][C:6]1[CH:7]=[CH:2][C:3]([O:11][CH3:12])=[CH:4][C:5]=1[NH2:8]. (4) Given the reactants [F:1][C:2]1[CH:7]=[CH:6][C:5]([C:8]2[O:28][C:11]3=[N:12][C:13]([N:18]([CH2:23][CH2:24][CH2:25]C=C)[S:19]([CH3:22])(=[O:21])=[O:20])=[C:14]([CH:16]=[CH2:17])[CH:15]=[C:10]3[C:9]=2[C:29]([NH:31][CH3:32])=[O:30])=[CH:4][CH:3]=1, predict the reaction product. The product is: [CH3:32][NH:31][C:29]([C:9]1[C:10]2[CH:15]=[C:14]3[CH:16]=[CH:17][CH2:25][CH2:24][CH2:23][N:18]([S:19]([CH3:22])(=[O:21])=[O:20])[C:13]3=[N:12][C:11]=2[O:28][C:8]=1[C:5]1[CH:4]=[CH:3][C:2]([F:1])=[CH:7][CH:6]=1)=[O:30]. (5) Given the reactants [C:1]1([CH2:7][CH2:8][CH2:9][C:10]([OH:12])=[O:11])[CH:6]=[CH:5][CH:4]=[CH:3][CH:2]=1.O.[C:14]([OH:20])([C:16](F)(F)F)=[O:15].Cl[CH2:22]Cl, predict the reaction product. The product is: [CH3:22][O:11][C:10](=[O:12])[CH:9]([CH2:8][CH2:7][C:1]1[CH:6]=[CH:5][CH:4]=[CH:3][CH:2]=1)[CH2:16][C:14]([OH:20])=[O:15]. (6) Given the reactants [Br:1][C:2]1[CH:8]=[CH:7][C:6]([F:9])=[CH:5][C:3]=1[NH2:4].N([O-])=O.[Na+].[N-:14]=[N+:15]=[N-].[Na+].CC([O-])=O.[Na+], predict the reaction product. The product is: [N:4]([C:3]1[CH:5]=[C:6]([F:9])[CH:7]=[CH:8][C:2]=1[Br:1])=[N+:14]=[N-:15]. (7) Given the reactants [F:1][C:2]([F:36])([F:35])[C:3]1[CH:4]=[C:5]([CH:28]=[C:29]([C:31]([F:34])([F:33])[F:32])[CH:30]=1)[CH2:6][N:7]1[CH2:14][CH2:13][CH2:12][O:11][C:10]2[N:15]=[C:16](Cl)[CH:17]=[C:18]([C:19]3[CH:24]=[CH:23][CH:22]=[CH:21][C:20]=3[CH3:25])[C:9]=2[C:8]1=[O:27].[N:37]1([CH:42]2[CH2:47][CH2:46][NH:45][CH2:44][CH2:43]2)[CH2:41][CH2:40][CH2:39][CH2:38]1, predict the reaction product. The product is: [F:1][C:2]([F:36])([F:35])[C:3]1[CH:4]=[C:5]([CH:28]=[C:29]([C:31]([F:34])([F:33])[F:32])[CH:30]=1)[CH2:6][N:7]1[CH2:14][CH2:13][CH2:12][O:11][C:10]2[N:15]=[C:16]([N:45]3[CH2:46][CH2:47][CH:42]([N:37]4[CH2:41][CH2:40][CH2:39][CH2:38]4)[CH2:43][CH2:44]3)[CH:17]=[C:18]([C:19]3[CH:24]=[CH:23][CH:22]=[CH:21][C:20]=3[CH3:25])[C:9]=2[C:8]1=[O:27].